Dataset: Catalyst prediction with 721,799 reactions and 888 catalyst types from USPTO. Task: Predict which catalyst facilitates the given reaction. (1) Reactant: [NH2:1][C:2]1[C:11]2[C:6](=[C:7]([S:12]([N:15]([CH2:26][CH2:27][S:28]([C:31]3[CH:36]=[CH:35][CH:34]=[CH:33][CH:32]=3)(=[O:30])=[O:29])[CH2:16][CH2:17][NH:18]C(OC(C)(C)C)=O)(=[O:14])=[O:13])[CH:8]=[CH:9][CH:10]=2)[CH:5]=[CH:4][N:3]=1.[ClH:37].CO. Product: [ClH:37].[NH2:1][C:2]1[C:11]2[C:6](=[C:7]([S:12]([N:15]([CH2:26][CH2:27][S:28]([C:31]3[CH:36]=[CH:35][CH:34]=[CH:33][CH:32]=3)(=[O:30])=[O:29])[CH2:16][CH2:17][NH2:18])(=[O:13])=[O:14])[CH:8]=[CH:9][CH:10]=2)[CH:5]=[CH:4][N:3]=1. The catalyst class is: 27. (2) Reactant: [CH3:1][C:2]1[CH:3]=[CH:4][C:5]2[O:9][C:8]([C:10]([NH2:12])=O)=[CH:7][C:6]=2[CH:13]=1.C(OC(C(F)(F)F)=O)(C(F)(F)F)=O.O. Product: [CH3:1][C:2]1[CH:3]=[CH:4][C:5]2[O:9][C:8]([C:10]#[N:12])=[CH:7][C:6]=2[CH:13]=1. The catalyst class is: 1. (3) Reactant: [Cl:1][C:2]1[CH:7]=[C:6]([C:8]2[N:13]=[C:12]([S:14][CH3:15])[N:11](C)[C:10](=O)[C:9]=2[C:18]2[CH:23]=[CH:22][CH:21]=[C:20]([C:24]([F:27])([F:26])[F:25])[CH:19]=2)[CH:5]=[CH:4][N:3]=1.O=P(Cl)(Cl)[Cl:30].C(N(C(C)C)CC)(C)C. Product: [Cl:30][C:10]1[C:9]([C:18]2[CH:23]=[CH:22][CH:21]=[C:20]([C:24]([F:27])([F:26])[F:25])[CH:19]=2)=[C:8]([C:6]2[CH:5]=[CH:4][N:3]=[C:2]([Cl:1])[CH:7]=2)[N:13]=[C:12]([S:14][CH3:15])[N:11]=1. The catalyst class is: 25. (4) Reactant: [C:1]([O:5][C:6](=[O:41])[CH2:7][N:8]([CH2:28][C:29]1[CH:30]=[C:31]([C:34]([O:36][C:37]([CH3:40])([CH3:39])[CH3:38])=[O:35])[S:32][CH:33]=1)[CH2:9][C:10]([NH:12][C:13]1[CH:18]=[CH:17][C:16]([O:19][Si:20]([C:23]([CH3:26])([CH3:25])[CH3:24])([CH3:22])[CH3:21])=[CH:15][C:14]=1[Cl:27])=[O:11])([CH3:4])([CH3:3])[CH3:2].[H-].[Na+].I[CH3:45].[Cl-].[NH4+]. Product: [C:1]([O:5][C:6](=[O:41])[CH2:7][N:8]([CH2:28][C:29]1[CH:30]=[C:31]([C:34]([O:36][C:37]([CH3:40])([CH3:39])[CH3:38])=[O:35])[S:32][CH:33]=1)[CH2:9][C:10]([N:12]([C:13]1[CH:18]=[CH:17][C:16]([O:19][Si:20]([C:23]([CH3:26])([CH3:25])[CH3:24])([CH3:22])[CH3:21])=[CH:15][C:14]=1[Cl:27])[CH3:45])=[O:11])([CH3:2])([CH3:3])[CH3:4]. The catalyst class is: 253. (5) Reactant: C1(=O)C2C(=CC=CC=2)C(=[O:10])N1.[C:12]1([P:18]([C:25]2[CH:30]=[CH:29][CH:28]=[CH:27][CH:26]=2)[C:19]2[CH:24]=[CH:23][CH:22]=[CH:21][CH:20]=2)[CH:17]=[CH:16][CH:15]=[CH:14][CH:13]=1.CC(OC(/N=N/C(OC(C)C)=O)=O)C. Product: [C:25]1([P:18](=[O:10])([C:12]2[CH:13]=[CH:14][CH:15]=[CH:16][CH:17]=2)[C:19]2[CH:24]=[CH:23][CH:22]=[CH:21][CH:20]=2)[CH:26]=[CH:27][CH:28]=[CH:29][CH:30]=1. The catalyst class is: 1. (6) Reactant: [Br:1][C:2]1[CH:3]=[C:4]([C:29]([O-:31])=[O:30])[C:5]2[C:6]([CH2:19][NH:20][C@@H:21]3[CH:26]4[CH2:27][CH2:28][N:23]([CH2:24][CH2:25]4)[CH2:22]3)=[N:7][N:8](COCC[Si](C)(C)C)[C:9]=2[CH:10]=1.[Li+].Cl. Product: [Br:1][C:2]1[CH:3]=[C:4]([C:29]([OH:31])=[O:30])[C:5]2[C:6]([CH2:19][NH:20][C@@H:21]3[CH:26]4[CH2:25][CH2:24][N:23]([CH2:28][CH2:27]4)[CH2:22]3)=[N:7][NH:8][C:9]=2[CH:10]=1. The catalyst class is: 41. (7) The catalyst class is: 8. Reactant: [Br:1][C:2]1[CH:3]=[C:4]([CH:23]=[CH:24][C:25]=1[F:26])[CH:5]=[C:6]([C:15]([C:17]1[CH:22]=[CH:21][CH:20]=[CH:19][CH:18]=1)=[O:16])[C:7]([C:9]1[CH:14]=[CH:13][CH:12]=[CH:11][CH:10]=1)=O.[NH:27]1[CH2:32][CH2:31][C:30](=O)[CH2:29][C:28]1=[O:34].C([O-])(=O)C.[NH4+:39]. Product: [C:15]([C:6]1[CH:5]([C:4]2[CH:23]=[CH:24][C:25]([F:26])=[C:2]([Br:1])[CH:3]=2)[C:29]2[C:28](=[O:34])[NH:27][CH2:32][CH2:31][C:30]=2[NH:39][C:7]=1[C:9]1[CH:10]=[CH:11][CH:12]=[CH:13][CH:14]=1)(=[O:16])[C:17]1[CH:22]=[CH:21][CH:20]=[CH:19][CH:18]=1. (8) Reactant: [CH3:1][C:2]([CH3:14])([CH2:6][NH:7][CH2:8][C:9]1[S:10][CH:11]=[CH:12][CH:13]=1)[C:3](=[O:5])[CH3:4].[OH-].[Na+].[F:17][C:18]1[CH:25]=[CH:24][CH:23]=[CH:22][C:19]=1[CH:20]=O.Cl. Product: [F:17][C:18]1[CH:25]=[CH:24][CH:23]=[CH:22][C:19]=1[CH:20]1[CH2:4][C:3](=[O:5])[C:2]([CH3:14])([CH3:1])[CH2:6][N:7]1[CH2:8][C:9]1[S:10][CH:11]=[CH:12][CH:13]=1. The catalyst class is: 24. (9) Reactant: [F:1][C:2]1[CH:7]=[CH:6][C:5]([CH2:8][CH2:9][NH:10][C:11]([C:13]2[CH:18]=[CH:17][C:16]([S:19](Cl)(=[O:21])=[O:20])=[CH:15][CH:14]=2)=[O:12])=[CH:4][CH:3]=1.[C:23]([OH:32])(=[O:31])[C:24]1[C:25](=[CH:27][CH:28]=[CH:29][CH:30]=1)[NH2:26].C(=O)(O)[O-].[Na+]. Product: [F:1][C:2]1[CH:7]=[CH:6][C:5]([CH2:8][CH2:9][NH:10][C:11]([C:13]2[CH:18]=[CH:17][C:16]([S:19]([NH:26][C:25]3[CH:27]=[CH:28][CH:29]=[CH:30][C:24]=3[C:23]([OH:32])=[O:31])(=[O:21])=[O:20])=[CH:15][CH:14]=2)=[O:12])=[CH:4][CH:3]=1. The catalyst class is: 20. (10) Reactant: C1(C)C=CC(OCC([Cl:11])=O)=CC=1.[CH2:13]([C:16]1[CH:27]=[CH:26][C:19]([O:20][C@H:21]([CH3:25])[C:22](O)=[O:23])=[CH:18][CH:17]=1)[CH2:14][CH3:15].O=S(Cl)Cl. Product: [CH2:13]([C:16]1[CH:27]=[CH:26][C:19]([O:20][C@H:21]([CH3:25])[C:22]([Cl:11])=[O:23])=[CH:18][CH:17]=1)[CH2:14][CH3:15]. The catalyst class is: 48.